Predict the product of the given reaction. From a dataset of Forward reaction prediction with 1.9M reactions from USPTO patents (1976-2016). (1) Given the reactants ClC[CH2:3][CH2:4][N:5]1[CH2:10][CH2:9][O:8][CH2:7][CH2:6]1.[Br:11][C:12]1[CH:17]=[CH:16][C:15]([OH:18])=[CH:14][CH:13]=1.C(=O)([O-])[O-].[K+].[K+].CN(C=O)C, predict the reaction product. The product is: [Br:11][C:12]1[CH:17]=[CH:16][C:15]([O:18][CH2:3][CH2:4][N:5]2[CH2:10][CH2:9][O:8][CH2:7][CH2:6]2)=[CH:14][CH:13]=1. (2) Given the reactants C(OC([N:8]1[C:16]2[CH2:15][CH2:14][N:13]([CH:17]([C:30]3[CH:35]=[CH:34][CH:33]=[CH:32][C:31]=3[Cl:36])[CH2:18][CH2:19][CH2:20][CH2:21][C:22]([C:25]([O:27][CH2:28][CH3:29])=[O:26])([CH3:24])[CH3:23])[CH2:12][C:11]=2[CH:10]=[CH:9]1)=O)(C)(C)C.FC(F)(F)C(O)=O, predict the reaction product. The product is: [CH2:28]([O:27][C:25](=[O:26])[C:22]([CH3:24])([CH3:23])[CH2:21][CH2:20][CH2:19][CH2:18][CH:17]([C:30]1[CH:35]=[CH:34][CH:33]=[CH:32][C:31]=1[Cl:36])[N:13]1[CH2:14][CH2:15][C:16]2[NH:8][CH:9]=[CH:10][C:11]=2[CH2:12]1)[CH3:29]. (3) Given the reactants [CH2:1]([Mg]Br)[CH2:2][C:3]1[CH:8]=[CH:7][CH:6]=[CH:5][CH:4]=1.Cl[C:12]1[C:13]2[CH:20]=[CH:19][NH:18][C:14]=2[N:15]=[CH:16][N:17]=1.[NH4+].[Cl-], predict the reaction product. The product is: [C:3]1([CH2:2][CH2:1][C:12]2[C:13]3[CH:20]=[CH:19][NH:18][C:14]=3[N:15]=[CH:16][N:17]=2)[CH:8]=[CH:7][CH:6]=[CH:5][CH:4]=1. (4) Given the reactants [CH3:1][C:2]1[C:11]([CH3:12])=[C:10]([OH:13])[C:9]2[C:4](=[CH:5][CH:6]=[C:7]([O:18][C:19]3[CH:24]=[CH:23][C:22]([O:25][C:26]([F:29])([F:28])[F:27])=[CH:21][CH:20]=3)[C:8]=2[C:14]([F:17])([F:16])[F:15])[N:3]=1.[C:30](OC(=O)C)(=[O:32])[CH3:31], predict the reaction product. The product is: [C:30]([O:13][C:10]1[C:9]2[C:4](=[CH:5][CH:6]=[C:7]([O:18][C:19]3[CH:24]=[CH:23][C:22]([O:25][C:26]([F:28])([F:29])[F:27])=[CH:21][CH:20]=3)[C:8]=2[C:14]([F:17])([F:16])[F:15])[N:3]=[C:2]([CH3:1])[C:11]=1[CH3:12])(=[O:32])[CH3:31]. (5) Given the reactants [Cl:1][C:2]1[C:11]2[NH:10][C:9](=[O:12])[C:8]3[S:13][CH:14]=[CH:15][C:7]=3[C:6]=2[C:5]([C:16]2[CH:21]=[CH:20][C:19]([CH:22]([NH:24]C(=O)OC(C)(C)C)[CH3:23])=[CH:18][CH:17]=2)=[C:4]([O:32]C)[CH:3]=1.B(Br)(Br)Br, predict the reaction product. The product is: [ClH:1].[NH2:24][CH:22]([C:19]1[CH:20]=[CH:21][C:16]([C:5]2[C:6]3[C:7]4[CH:15]=[CH:14][S:13][C:8]=4[C:9](=[O:12])[NH:10][C:11]=3[C:2]([Cl:1])=[CH:3][C:4]=2[OH:32])=[CH:17][CH:18]=1)[CH3:23].